The task is: Predict the reactants needed to synthesize the given product.. This data is from Full USPTO retrosynthesis dataset with 1.9M reactions from patents (1976-2016). (1) Given the product [CH:5]([C:7]1[CH:8]=[CH:9][C:10]([NH:13][C:14](=[O:16])[CH3:15])=[C:11]([N+:1]([O-:4])=[O:2])[CH:12]=1)=[O:6], predict the reactants needed to synthesize it. The reactants are: [N+:1]([O-:4])(O)=[O:2].[CH:5]([C:7]1[CH:12]=[CH:11][C:10]([NH:13][C:14](=[O:16])[CH3:15])=[CH:9][CH:8]=1)=[O:6]. (2) Given the product [Br:2][C:3]1[CH:4]=[C:5]2[C:10](=[CH:11][CH:12]=1)[C:9]([Cl:13])=[C:8]([O:14][CH2:15][CH2:16][NH:17][CH2:29][C:25]1[O:24][CH:28]=[CH:27][CH:26]=1)[CH:7]=[CH:6]2, predict the reactants needed to synthesize it. The reactants are: [Cl-].[Br:2][C:3]1[CH:4]=[C:5]2[C:10](=[CH:11][CH:12]=1)[C:9]([Cl:13])=[C:8]([O:14][CH2:15][CH2:16][NH3+:17])[CH:7]=[CH:6]2.C([O-])([O-])=O.[K+].[K+].[O:24]1[CH:28]=[CH:27][CH:26]=[C:25]1[CH:29]=O.[BH4-].[Na+]. (3) Given the product [F:19][C:20]([F:33])([F:32])[S:21]([O:3][C:4]1[CH:9]=[CH:8][C:7]([N+:10]([O-:12])=[O:11])=[CH:6][C:5]=1[NH:13][C:14](=[O:18])[CH2:15][CH2:16][CH3:17])(=[O:23])=[O:22], predict the reactants needed to synthesize it. The reactants are: [H-].[Na+].[OH:3][C:4]1[CH:9]=[CH:8][C:7]([N+:10]([O-:12])=[O:11])=[CH:6][C:5]=1[NH:13][C:14](=[O:18])[CH2:15][CH2:16][CH3:17].[F:19][C:20]([F:33])([F:32])[S:21](O[S:21]([C:20]([F:33])([F:32])[F:19])(=[O:23])=[O:22])(=[O:23])=[O:22].O. (4) Given the product [CH2:1]([N:7]([C:8]1[CH:17]=[CH:16][C:15]2[C:14]([CH3:19])([CH3:18])[CH2:13][CH2:12][C:11]([CH3:20])([CH3:21])[C:10]=2[CH:9]=1)[C:22](=[O:23])[NH:26][C:27]1[CH:28]=[CH:29][C:30]([C:31]([O:33][CH2:34][CH3:35])=[O:32])=[CH:36][CH:37]=1)[CH2:2][CH2:3][CH2:4][CH2:5][CH3:6], predict the reactants needed to synthesize it. The reactants are: [CH2:1]([NH:7][C:8]1[CH:17]=[CH:16][C:15]2[C:14]([CH3:19])([CH3:18])[CH2:13][CH2:12][C:11]([CH3:21])([CH3:20])[C:10]=2[CH:9]=1)[CH2:2][CH2:3][CH2:4][CH2:5][CH3:6].[C:22](Cl)(Cl)=[O:23].[NH2:26][C:27]1[CH:37]=[CH:36][C:30]([C:31]([O:33][CH2:34][CH3:35])=[O:32])=[CH:29][CH:28]=1. (5) Given the product [C:24]([C:23]1[CH:22]=[C:21]([CH:28]=[CH:27][CH:26]=1)[O:20][CH2:15][CH2:14][O:13][C:10]1[CH:9]=[CH:8][C:7]([CH2:6][C@H:5]([O:17][CH3:18])[C:4]([OH:3])=[O:19])=[CH:12][CH:11]=1)#[N:25], predict the reactants needed to synthesize it. The reactants are: C([O:3][C:4](=[O:19])[C@@H:5]([O:17][CH3:18])[CH2:6][C:7]1[CH:12]=[CH:11][C:10]([O:13][CH2:14][CH2:15]Br)=[CH:9][CH:8]=1)C.[OH:20][C:21]1[CH:22]=[C:23]([CH:26]=[CH:27][CH:28]=1)[C:24]#[N:25].CO[C@@H](CC1C=CC(OCCCOC2C=CC=CC=2)=CC=1)C(O)=O. (6) Given the product [ClH:47].[ClH:47].[CH3:41][N:42]([CH3:46])[CH2:43][CH2:44][NH:45][C:28](=[O:30])[CH2:27][O:26][C:25]1[CH:31]=[CH:32][CH:33]=[C:23]([CH2:22][O:21][C:20]2[C:15]([NH:14][C:11]3[S:12][CH:13]=[C:9]([CH3:8])[N:10]=3)=[N:16][CH:17]=[CH:18][CH:19]=2)[CH:24]=1, predict the reactants needed to synthesize it. The reactants are: FC(F)(F)C(O)=O.[CH3:8][C:9]1[N:10]=[C:11]([NH:14][C:15]2[C:20]([O:21][CH2:22][C:23]3[CH:24]=[C:25]([CH:31]=[CH:32][CH:33]=3)[O:26][CH2:27][C:28]([OH:30])=O)=[CH:19][CH:18]=[CH:17][N:16]=2)[S:12][CH:13]=1.C(N(CC)CC)C.[CH3:41][N:42]([CH3:46])[CH2:43][CH2:44][NH2:45].[ClH:47]. (7) Given the product [Br:1][C:2]1[CH:15]=[CH:14][C:5]([CH2:6][NH:8][CH2:9][CH2:10][CH:11]([CH3:13])[CH3:12])=[CH:4][C:3]=1[F:16], predict the reactants needed to synthesize it. The reactants are: [Br:1][C:2]1[CH:15]=[CH:14][C:5]([C:6]([NH:8][CH2:9][CH2:10][CH:11]([CH3:13])[CH3:12])=O)=[CH:4][C:3]=1[F:16].B.Cl. (8) Given the product [CH2:22]([CH:24]1[C:17]2[C:16]3[C:15]4[CH:14]=[CH:13][CH:12]=[CH:11][C:10]=4[N:9]([CH2:8][CH2:7][CH:3]4[CH2:4][CH2:5][CH2:6][N:2]4[CH3:1])[C:21]=3[CH:20]=[CH:19][C:18]=2[C:22](=[O:25])[CH2:23]1)[CH2:23][CH2:24][CH2:17][CH2:18][CH2:19][CH2:20][CH2:21][CH2:16][CH2:15][CH2:10][CH2:11][CH2:12][CH2:13][CH2:30][CH3:32], predict the reactants needed to synthesize it. The reactants are: [CH3:1][N:2]1[CH2:6][CH2:5][CH2:4][CH:3]1[CH2:7][CH2:8][N:9]1[C:21]2[CH:20]=[CH:19][C:18]3[C:22](=[O:25])[CH2:23][CH2:24][C:17]=3[C:16]=2[C:15]2[CH:14]=[CH:13][CH:12]=[CH:11][C:10]1=2.[Al+3].[Cl-].[Cl-].[Cl-].[C:30](Cl)([CH3:32])=O.C([O-])(O)=O.[Na+].